From a dataset of Full USPTO retrosynthesis dataset with 1.9M reactions from patents (1976-2016). Predict the reactants needed to synthesize the given product. Given the product [I:10][C:11]1[C:16]([N+:1]([O-:4])=[O:2])=[CH:15][N:14]=[C:13]2[O:17][CH2:18][CH2:19][C:12]=12, predict the reactants needed to synthesize it. The reactants are: [N+:1]([O-:4])(O)=[O:2].S(=O)(=O)(O)O.[I:10][C:11]1[CH:16]=[CH:15][N:14]=[C:13]2[O:17][CH2:18][CH2:19][C:12]=12.